From a dataset of Reaction yield outcomes from USPTO patents with 853,638 reactions. Predict the reaction yield, written as a fraction of the theoretical maximum amount of product (1.0 means a 100% yield; for example, 0.34 means a 34% yield). (1) The yield is 0.957. The reactants are Br[C:2]1[CH:7]=[C:6]([O:8][CH3:9])[CH:5]=[C:4]([O:10][CH3:11])[CH:3]=1.[Mg].Cl[P:14]([C:31]1[CH:36]=[C:35]([C:37]([CH3:40])([CH3:39])[CH3:38])[C:34]([O:41][CH3:42])=[C:33]([C:43]([CH3:46])([CH3:45])[CH3:44])[CH:32]=1)[C:15]1[CH:20]=[C:19]([C:21]([CH3:24])([CH3:23])[CH3:22])[C:18]([O:25][CH3:26])=[C:17]([C:27]([CH3:30])([CH3:29])[CH3:28])[CH:16]=1.[OH:47]O. The product is [C:37]([C:35]1[CH:36]=[C:31]([P:14](=[O:47])([C:15]2[CH:20]=[C:19]([C:21]([CH3:23])([CH3:22])[CH3:24])[C:18]([O:25][CH3:26])=[C:17]([C:27]([CH3:28])([CH3:29])[CH3:30])[CH:16]=2)[C:2]2[CH:7]=[C:6]([O:8][CH3:9])[CH:5]=[C:4]([O:10][CH3:11])[CH:3]=2)[CH:32]=[C:33]([C:43]([CH3:44])([CH3:46])[CH3:45])[C:34]=1[O:41][CH3:42])([CH3:38])([CH3:40])[CH3:39]. The catalyst is C1COCC1.II.O. (2) The reactants are [CH2:1]([C:3]1[CH:4]=[C:5]([NH:9][C:10]([C:12]2[N:13]([CH2:17]/[CH:18]=[CH:19]/[C:20]3[CH:25]=[CH:24][CH:23]=[C:22]([O:26][C@@H:27]([CH3:36])[C:28](N4CCOCC4)=[O:29])[CH:21]=3)[CH:14]=[CH:15][CH:16]=2)=[O:11])[CH:6]=[CH:7][CH:8]=1)[CH3:2].[OH-:37].[Li+]. The catalyst is O1CCCC1.CO.O. The product is [CH2:1]([C:3]1[CH:4]=[C:5]([NH:9][C:10]([C:12]2[N:13]([CH2:17]/[CH:18]=[CH:19]/[C:20]3[CH:21]=[C:22]([CH:23]=[CH:24][CH:25]=3)[O:26][C@@H:27]([CH3:36])[C:28]([OH:37])=[O:29])[CH:14]=[CH:15][CH:16]=2)=[O:11])[CH:6]=[CH:7][CH:8]=1)[CH3:2]. The yield is 0.880. (3) The reactants are [Cl:1][C:2]1[C:3]2[N:4]([CH:10]=[C:11]([C:13]([O:15][CH2:16][CH3:17])=[O:14])[CH:12]=2)[N:5]=[CH:6][C:7]=1[C:8]#[N:9].[OH:18]S(O)(=O)=O. No catalyst specified. The product is [C:8]([C:7]1[CH:6]=[N:5][N:4]2[CH:10]=[C:11]([C:13]([O:15][CH2:16][CH3:17])=[O:14])[CH:12]=[C:3]2[C:2]=1[Cl:1])(=[O:18])[NH2:9]. The yield is 0.700.